The task is: Binary Classification. Given a miRNA mature sequence and a target amino acid sequence, predict their likelihood of interaction.. This data is from Experimentally validated miRNA-target interactions with 360,000+ pairs, plus equal number of negative samples. (1) The miRNA is hsa-miR-655-3p with sequence AUAAUACAUGGUUAACCUCUUU. The protein sequence of the target gene is MSKKPPNRPGITFEIGARLEALDYLQKWYPSRIEKIDYEEGKMLVHFERWSHRYDEWIYWDSNRLRPLERPALRKEGLKDEEELFDFKAGEEVLARWTDCRYYPAKIEAINKEGTFTVQFYDGVIRCLKRMHIKAMPEDAKGQVKSQHPLSWCCPIDPAGSCNQSMGSEDWIALVKAAAAAAAKNKTGTKPRASANSNKEKERDGGKWFKLPSKKAETSTCIVTAEIEKKEELPTSSETFGLHIDTVPKIVFPQPESTLTNKRKNNQGNSFQAKRARLNKITGLLASKAVGVDGAERKED.... Result: 0 (no interaction). (2) The miRNA is hsa-miR-6516-3p with sequence AUCAUGUAUGAUACUGCAAACA. The protein sequence of the target gene is MFRTKRSALVRRLWRSRAPGGEDEEEGAGGGGGGGELRGEGATDSRAHGAGGGGPGRAGCCLGKAVRGAKGHHHPHPPAAGAGAAGGAEADLKALTHSVLKKLKERQLELLLQAVESRGGTRTACLLLPGRLDCRLGPGAPAGAQPAQPPSSYSLPLLLCKVFRWPDLRHSSEVKRLCCCESYGKINPELVCCNPHHLSRLCELESPPPPYSRYPMDFLKPTADCPDAVPSSAETGGTNYLAPGGLSDSQLLLEPGDRSHWCVVAYWEEKTRVGRLYCVQEPSLDIFYDLPQGNGFCLGQ.... Result: 0 (no interaction). (3) The miRNA is hsa-miR-3184-5p with sequence UGAGGGGCCUCAGACCGAGCUUUU. The protein sequence of the target gene is MDNFAEGDFTVADYALLEDCPHVDDCVFAAEFMSNDYVRVTQLYCDGVGVQYKDYIQSERNLEFDICSIWCSKPISVLQDYCDAIKINIFWPLLFQHQNSSVISRLHPCVDANNSRASEINLKKLQHLELMEDIVDLAKKVANDSFLIGGLLRIGCKIENKILAMEEALNWIKYAGDVTILTKLGSIDNCWPMLSIFFTEYKYHITKIVMEDCNLLEELKTQSCMDCIEEGELMKMKGNEEFSKERFDIAIIYYTRAIEYRPENYLLYGNRALCFLRTGQFRNALGDGKRATILKNTWPK.... Result: 0 (no interaction). (4) The miRNA is hsa-miR-548v with sequence AGCUACAGUUACUUUUGCACCA. The protein sequence of the target gene is MLEQRCRGPTAMGPAQPWLFSGPSQESSQPDRGLRYQGKSAQPRGQTPGKVHRCAHCRKRFPGWVALWLHARRCQARLPLPCHECNQRFRHAPFLALHLQVHASAVPDLGFICHLCGHSFRGWVALVLHLRAHSASKRPITCPECDRRFWRQKQLRAHLRRCQPPVPEARPFICGNCGRSFAQWDQLVVHKRVHVAEALEEAAAKALGPRPRGRPAAPRPGGDAVDRPFQCACCGKRFRHKPNLIAHRRVHTGERPHQCPECGKRFTNKPYLTSHRRIHTGEKPYPCTECGRRFRHKPNL.... Result: 0 (no interaction).